This data is from Full USPTO retrosynthesis dataset with 1.9M reactions from patents (1976-2016). The task is: Predict the reactants needed to synthesize the given product. (1) The reactants are: [Cl:1][C:2]1[C:11]2[C:6](=[C:7]([N+:13]([O-])=O)[C:8]([CH3:12])=[CH:9][CH:10]=2)[CH:5]=[CH:4][N:3]=1.[CH3:16][C:17]1[S:18][C:19]2[CH:25]=[CH:24][C:23]([NH2:26])=[CH:22][C:20]=2[N:21]=1.C(O)(C(F)(F)F)=O. Given the product [ClH:1].[CH3:12][C:8]1[CH:9]=[CH:10][C:11]2[C:2]([NH:26][C:23]3[CH:24]=[CH:25][C:19]4[S:18][C:17]([CH3:16])=[N:21][C:20]=4[CH:22]=3)=[N:3][CH:4]=[CH:5][C:6]=2[C:7]=1[NH2:13], predict the reactants needed to synthesize it. (2) Given the product [F:23][C:24]([F:33])([F:34])[C:25]1[CH:32]=[CH:31][C:28]([CH2:29][NH:30][C:19]([C:17]2[S:16][C:11]3[N:10]([C:9](=[O:22])[N:8]([CH2:1][C:2]4[CH:3]=[CH:4][CH:5]=[CH:6][CH:7]=4)[C:13](=[O:14])[C:12]=3[CH3:15])[CH:18]=2)=[O:20])=[CH:27][CH:26]=1, predict the reactants needed to synthesize it. The reactants are: [CH2:1]([N:8]1[C:13](=[O:14])[C:12]([CH3:15])=[C:11]2[S:16][C:17]([C:19](O)=[O:20])=[CH:18][N:10]2[C:9]1=[O:22])[C:2]1[CH:7]=[CH:6][CH:5]=[CH:4][CH:3]=1.[F:23][C:24]([F:34])([F:33])[C:25]1[CH:32]=[CH:31][C:28]([CH2:29][NH2:30])=[CH:27][CH:26]=1.O.ON1C2C=CC=CC=2N=N1.Cl.CN(C)CCCN=C=NCC.